Dataset: Peptide-MHC class I binding affinity with 185,985 pairs from IEDB/IMGT. Task: Regression. Given a peptide amino acid sequence and an MHC pseudo amino acid sequence, predict their binding affinity value. This is MHC class I binding data. (1) The peptide sequence is RVMAPRALL. The MHC is HLA-A31:01 with pseudo-sequence HLA-A31:01. The binding affinity (normalized) is 0.541. (2) The peptide sequence is FMSLQSGDV. The MHC is HLA-B35:01 with pseudo-sequence HLA-B35:01. The binding affinity (normalized) is 0.0847. (3) The peptide sequence is GTFEFTSFF. The MHC is HLA-B45:06 with pseudo-sequence HLA-B45:06. The binding affinity (normalized) is 0.213. (4) The peptide sequence is AYISSEATTPV. The MHC is HLA-B35:01 with pseudo-sequence HLA-B35:01. The binding affinity (normalized) is 0. (5) The peptide sequence is EEGIIPDWQDY. The MHC is Mamu-B17 with pseudo-sequence Mamu-B17. The binding affinity (normalized) is 0.